Dataset: Forward reaction prediction with 1.9M reactions from USPTO patents (1976-2016). Task: Predict the product of the given reaction. (1) Given the reactants Br[C:2]1[CH:3]=[C:4]([O:9][CH2:10][CH:11]2[CH2:13][CH2:12]2)[C:5]([NH2:8])=[N:6][CH:7]=1.[CH3:14][C:15]1([CH3:31])[C:19]([CH3:21])([CH3:20])[O:18][B:17]([B:17]2[O:18][C:19]([CH3:21])([CH3:20])[C:15]([CH3:31])([CH3:14])[O:16]2)[O:16]1.C([O-])(=O)C.[K+], predict the reaction product. The product is: [CH:11]1([CH2:10][O:9][C:4]2[C:5]([NH2:8])=[N:6][CH:7]=[C:2]([B:17]3[O:18][C:19]([CH3:21])([CH3:20])[C:15]([CH3:31])([CH3:14])[O:16]3)[CH:3]=2)[CH2:13][CH2:12]1. (2) The product is: [CH:40]1([C:38]([NH:37][C:35]2[N:36]=[C:31]3[CH:30]=[CH:29][C:28]([O:27][C:26]4[CH:25]=[C:24]([NH:23][C:8]([C:6]5[C:5]([CH3:11])=[N:4][N:3]([CH2:1][CH3:2])[CH:7]=5)=[O:10])[CH:45]=[CH:44][CH:43]=4)=[CH:33][N:32]3[N:34]=2)=[O:39])[CH2:41][CH2:42]1. Given the reactants [CH2:1]([N:3]1[CH:7]=[C:6]([C:8]([OH:10])=O)[C:5]([CH3:11])=[N:4]1)[CH3:2].O1CCCC1.C(Cl)(=O)C(Cl)=O.[NH2:23][C:24]1[CH:25]=[C:26]([CH:43]=[CH:44][CH:45]=1)[O:27][C:28]1[CH:29]=[CH:30][C:31]2[N:32]([N:34]=[C:35]([NH:37][C:38]([CH:40]3[CH2:42][CH2:41]3)=[O:39])[N:36]=2)[CH:33]=1, predict the reaction product. (3) The product is: [Cl:26][C:23]1[CH:24]=[C:25]2[C:20](=[CH:21][CH:22]=1)[N:19]=[C:18]([N:27]1[CH2:28][CH2:29][N:30]([CH3:33])[CH2:31][CH2:32]1)[N:17]=[C:16]2[CH2:5][NH2:4]. Given the reactants C([NH:4][C:5]([C:16]1[C:25]2[C:20](=[CH:21][CH:22]=[C:23]([Cl:26])[CH:24]=2)[N:19]=[C:18]([N:27]2[CH2:32][CH2:31][N:30]([CH3:33])[CH2:29][CH2:28]2)[N:17]=1)(C(OCC)=O)C(OCC)=O)(=O)C.[OH-].[Na+].Cl, predict the reaction product. (4) Given the reactants Cl.[C:2]([CH2:4][C:5]1[C:14]([O:15]C)=[C:13]2[O:17][C:18]([CH3:21])([CH3:20])[CH2:19][C:12]2=[C:11]2[C:6]=1[CH2:7][C:8]([CH3:33])([CH3:32])[N:9]=[C:10]2[C:22]1[CH:23]=[C:24]([CH:29]=[CH:30][CH:31]=1)[C:25]([NH:27][CH3:28])=[O:26])#[N:3].[Cl-].[Al+3].[Cl-].[Cl-].C(OCC)(=O)C.[OH-].[Na+], predict the reaction product. The product is: [C:2]([CH2:4][C:5]1[C:14]([OH:15])=[C:13]2[O:17][C:18]([CH3:21])([CH3:20])[CH2:19][C:12]2=[C:11]2[C:6]=1[CH2:7][C:8]([CH3:33])([CH3:32])[N:9]=[C:10]2[C:22]1[CH:23]=[C:24]([CH:29]=[CH:30][CH:31]=1)[C:25]([NH:27][CH3:28])=[O:26])#[N:3]. (5) Given the reactants C([CH2:4][C:5]1[NH:9][N:8]=[C:7]([NH:10][C:11]([CH2:13][CH2:14][CH3:15])=[O:12])[CH:6]=1)(O)=O.[H-].[H-].[H-].[H-].[Li+].[Al+3].Cl.C1C[O:26]CC1, predict the reaction product. The product is: [OH:26][CH2:4][C:5]1[NH:9][N:8]=[C:7]([NH:10][C:11]([CH2:13][CH2:14][CH3:15])=[O:12])[CH:6]=1. (6) Given the reactants Br[C:2]1[C:7]2[S:8][C:9]([C:11]3[C:16]([F:17])=[CH:15][N:14]=[C:13]([NH:18][CH2:19][CH2:20][N:21]4[CH2:25][CH2:24][NH:23][C:22]4=[O:26])[N:12]=3)=[CH:10][C:6]=2[CH:5]=[CH:4][CH:3]=1.[B:27]1([B:27]2[O:31][C:30]([CH3:33])([CH3:32])[C:29]([CH3:35])([CH3:34])[O:28]2)[O:31][C:30]([CH3:33])([CH3:32])[C:29]([CH3:35])([CH3:34])[O:28]1.C([O-])(=O)C.[K+], predict the reaction product. The product is: [F:17][C:16]1[C:11]([C:9]2[S:8][C:7]3[C:2]([B:27]4[O:31][C:30]([CH3:33])([CH3:32])[C:29]([CH3:35])([CH3:34])[O:28]4)=[CH:3][CH:4]=[CH:5][C:6]=3[CH:10]=2)=[N:12][C:13]([NH:18][CH2:19][CH2:20][N:21]2[CH2:25][CH2:24][NH:23][C:22]2=[O:26])=[N:14][CH:15]=1. (7) The product is: [Cl:1][C:2]1[CH:7]=[CH:6][C:5]([N:8]([C@H:12]2[C:21]3[C:16](=[CH:17][CH:18]=[CH:19][CH:20]=3)[N:15]([C:22](=[O:33])[C:23]3[CH:28]=[C:27]([F:29])[C:26]([OH:30])=[C:25]([F:32])[CH:24]=3)[C@@H:14]([CH3:34])[CH2:13]2)[C:9](=[O:11])[CH3:10])=[CH:4][CH:3]=1. Given the reactants [Cl:1][C:2]1[CH:7]=[CH:6][C:5]([N:8]([C@H:12]2[C:21]3[C:16](=[CH:17][CH:18]=[CH:19][CH:20]=3)[N:15]([C:22](=[O:33])[C:23]3[CH:28]=[C:27]([F:29])[C:26]([O:30]C)=[C:25]([F:32])[CH:24]=3)[C@@H:14]([CH3:34])[CH2:13]2)[C:9](=[O:11])[CH3:10])=[CH:4][CH:3]=1.B(Br)(Br)Br, predict the reaction product. (8) The product is: [Cl:1][C:2]1[CH:7]=[C:6]2[NH:8][C:9](=[O:29])[C:10]3([CH:15]([C:16]4[CH:21]=[CH:20][CH:19]=[C:18]([Cl:22])[CH:17]=4)[CH2:14][C:13](=[S:39])[NH:12][CH:11]3[C:24](=[CH2:28])[CH2:25][CH2:26][CH3:27])[C:5]2=[CH:4][CH:3]=1. Given the reactants [Cl:1][C:2]1[CH:7]=[C:6]2[NH:8][C:9](=[O:29])[C:10]3([CH:15]([C:16]4[CH:21]=[CH:20][CH:19]=[C:18]([Cl:22])[CH:17]=4)[CH2:14][C:13](=O)[NH:12][CH:11]3[C:24](=[CH2:28])[CH2:25][CH2:26][CH3:27])[C:5]2=[CH:4][CH:3]=1.COC1C=CC(P2(=S)SP(=S)(C3C=CC(OC)=CC=3)[S:39]2)=CC=1, predict the reaction product. (9) The product is: [CH2:1]([N:3]1[C:7]2=[N:8][C:9]([CH2:33][CH3:34])=[C:10]([CH2:19][NH:20][C:21]([C:23]3[CH:24]=[C:25]([CH:30]=[CH:31][CH:32]=3)[C:26]([OH:28])=[O:27])=[O:22])[C:11]([NH:12][CH:13]3[CH2:18][CH2:17][O:16][CH2:15][CH2:14]3)=[C:6]2[CH:5]=[N:4]1)[CH3:2]. Given the reactants [CH2:1]([N:3]1[C:7]2=[N:8][C:9]([CH2:33][CH3:34])=[C:10]([CH2:19][NH:20][C:21]([C:23]3[CH:24]=[C:25]([CH:30]=[CH:31][CH:32]=3)[C:26]([O:28]C)=[O:27])=[O:22])[C:11]([NH:12][CH:13]3[CH2:18][CH2:17][O:16][CH2:15][CH2:14]3)=[C:6]2[CH:5]=[N:4]1)[CH3:2].O[Li].O.Cl, predict the reaction product. (10) Given the reactants C([O:8][C:9]1[CH:14]=[CH:13][C:12]([C:15]2[N:16]=[CH:17][N:18]([C:20]([N:22]([CH:24]3[CH2:29][CH2:28][N:27]([C:30]4[CH:35]=[CH:34][C:33]([O:36][CH3:37])=[CH:32][CH:31]=4)[CH2:26][CH2:25]3)[CH3:23])=[O:21])[CH:19]=2)=[CH:11][CH:10]=1)C1C=CC=CC=1.Br, predict the reaction product. The product is: [OH:8][C:9]1[CH:10]=[CH:11][C:12]([C:15]2[N:16]=[CH:17][N:18]([C:20]([N:22]([CH:24]3[CH2:25][CH2:26][N:27]([C:30]4[CH:31]=[CH:32][C:33]([O:36][CH3:37])=[CH:34][CH:35]=4)[CH2:28][CH2:29]3)[CH3:23])=[O:21])[CH:19]=2)=[CH:13][CH:14]=1.